Dataset: Peptide-MHC class II binding affinity with 134,281 pairs from IEDB. Task: Regression. Given a peptide amino acid sequence and an MHC pseudo amino acid sequence, predict their binding affinity value. This is MHC class II binding data. (1) The peptide sequence is NGDGDVVAVDIKEKG. The MHC is DRB1_0301 with pseudo-sequence DRB1_0301. The binding affinity (normalized) is 0.458. (2) The peptide sequence is NGNATPQLTKNAGVL. The MHC is DRB3_0101 with pseudo-sequence DRB3_0101. The binding affinity (normalized) is 0.144. (3) The peptide sequence is PKGGAESSSKAALTS. The MHC is HLA-DQA10104-DQB10503 with pseudo-sequence HLA-DQA10104-DQB10503. The binding affinity (normalized) is 0. (4) The peptide sequence is FNSLISIAQHLVSDR. The MHC is DRB1_1101 with pseudo-sequence DRB1_1101. The binding affinity (normalized) is 0.751.